Task: Predict which catalyst facilitates the given reaction.. Dataset: Catalyst prediction with 721,799 reactions and 888 catalyst types from USPTO (1) Reactant: CCCCCCCN1C(C)=CS/C/1=C/C1SC=C(C)[N+]=1CCCCCCC.[I-].[CH2:29]=[CH:30][C:31]1[CH:36]=[CH:35][CH:34]=[CH:33][CH:32]=1.[C:37]([O:41][CH2:42][CH2:43][CH2:44][CH3:45])(=[O:40])[CH:38]=[CH2:39].[C:46]([OH:50])(=[O:49])[CH:47]=[CH2:48].S(OOS([O-])(=O)=O)([O-])(=O)=O.[NH4+].[NH4+]. Product: [CH2:29]=[CH:30][C:31]1[CH:36]=[CH:35][CH:34]=[CH:33][CH:32]=1.[C:37]([O:41][CH2:42][CH2:43][CH2:44][CH3:45])(=[O:40])[CH:38]=[CH2:39].[C:46]([OH:50])(=[O:49])[CH:47]=[CH2:48]. The catalyst class is: 6. (2) Reactant: C[O:2][C:3](=[O:34])[CH2:4][CH2:5][C:6]1[CH:11]=[CH:10][C:9]([O:12][CH2:13][CH2:14][C@H:15]([O:17][C:18]2[CH:23]=[CH:22][C:21]([CH3:24])=[CH:20][C:19]=2[C:25](=[O:32])[C:26]2[CH:31]=[CH:30][CH:29]=[CH:28][CH:27]=2)[CH3:16])=[CH:8][C:7]=1[CH3:33].[OH-].[Na+].Cl. Product: [C:25]([C:19]1[CH:20]=[C:21]([CH3:24])[CH:22]=[CH:23][C:18]=1[O:17][C@H:15]([CH3:16])[CH2:14][CH2:13][O:12][C:9]1[CH:10]=[CH:11][C:6]([CH2:5][CH2:4][C:3]([OH:34])=[O:2])=[C:7]([CH3:33])[CH:8]=1)(=[O:32])[C:26]1[CH:27]=[CH:28][CH:29]=[CH:30][CH:31]=1. The catalyst class is: 24. (3) Reactant: I[C:2]1[C:10]2[CH:9]=[C:8]([O:11][CH2:12][C:13]3[CH:18]=[CH:17][C:16]([O:19][CH:20]([CH3:22])[CH3:21])=[C:15]([C:23]([F:26])([F:25])[F:24])[CH:14]=3)[CH:7]=[CH:6][C:5]=2[N:4]2[CH2:27][CH2:28][CH:29]([CH2:30][C:31]([O:33][C:34]([CH3:37])([CH3:36])[CH3:35])=[O:32])[C:3]=12.[CH3:38][Zn]C. Product: [CH:20]([O:19][C:16]1[CH:17]=[CH:18][C:13]([CH2:12][O:11][C:8]2[CH:7]=[CH:6][C:5]3[N:4]4[CH2:27][CH2:28][CH:29]([CH2:30][C:31]([O:33][C:34]([CH3:35])([CH3:36])[CH3:37])=[O:32])[C:3]4=[C:2]([CH3:38])[C:10]=3[CH:9]=2)=[CH:14][C:15]=1[C:23]([F:26])([F:24])[F:25])([CH3:21])[CH3:22]. The catalyst class is: 1. (4) Reactant: [Br:1][C:2]1[CH:7]=[CH:6][N:5]=[C:4]2[N:8]([S:11]([C:14]3[CH:20]=[CH:19][C:17]([CH3:18])=[CH:16][CH:15]=3)(=[O:13])=[O:12])[CH:9]=[CH:10][C:3]=12.C([N-]C(C)C)(C)C.[Li+].[I:29]I.S([O-])([O-])(=O)=S.[Na+].[Na+]. Product: [Br:1][C:2]1[CH:7]=[CH:6][N:5]=[C:4]2[N:8]([S:11]([C:14]3[CH:20]=[CH:19][C:17]([CH3:18])=[CH:16][CH:15]=3)(=[O:13])=[O:12])[C:9]([I:29])=[CH:10][C:3]=12. The catalyst class is: 355.